Dataset: Reaction yield outcomes from USPTO patents with 853,638 reactions. Task: Predict the reaction yield, written as a fraction of the theoretical maximum amount of product (1.0 means a 100% yield; for example, 0.34 means a 34% yield). (1) The catalyst is O1CCCC1.O. The yield is 0.920. The reactants are C([O:3][C:4](=[O:36])[CH:5]([O:33][CH2:34][CH3:35])[CH2:6][C:7]1[CH:12]=[CH:11][C:10]([O:13][CH2:14][CH2:15][C:16]2[CH:21]=[CH:20][C:19]([O:22][S:23]([CH2:26][C:27]3[CH:32]=[CH:31][CH:30]=[CH:29][CH:28]=3)(=[O:25])=[O:24])=[CH:18][CH:17]=2)=[CH:9][CH:8]=1)C.[OH-].[Li+].Cl. The product is [CH2:34]([O:33][CH:5]([CH2:6][C:7]1[CH:8]=[CH:9][C:10]([O:13][CH2:14][CH2:15][C:16]2[CH:21]=[CH:20][C:19]([O:22][S:23]([CH2:26][C:27]3[CH:32]=[CH:31][CH:30]=[CH:29][CH:28]=3)(=[O:24])=[O:25])=[CH:18][CH:17]=2)=[CH:11][CH:12]=1)[C:4]([OH:36])=[O:3])[CH3:35]. (2) The yield is 0.350. The reactants are [NH2:1][CH:2]1[C:11]2[C:6](=[CH:7][CH:8]=[C:9]([NH:12][C:13]([C:15]3[C:24](=[O:25])[C:23]4[C:18](=[CH:19][CH:20]=[CH:21][CH:22]=4)[NH:17][CH:16]=3)=[O:14])[CH:10]=2)[CH2:5][CH2:4][CH2:3]1.CCN(C(C)C)C(C)C.Cl[C:36]([O:38][CH3:39])=[O:37].N1CCCCC1. The catalyst is CO. The product is [CH3:39][O:38][C:36]([NH:1][CH:2]1[C:11]2[C:6](=[CH:7][CH:8]=[C:9]([NH:12][C:13]([C:15]3[C:24](=[O:25])[C:23]4[C:18](=[CH:19][CH:20]=[CH:21][CH:22]=4)[NH:17][CH:16]=3)=[O:14])[CH:10]=2)[CH2:5][CH2:4][CH2:3]1)=[O:37]. (3) The reactants are [F:1][C:2]1[CH:7]=[CH:6][C:5]([F:8])=[CH:4][C:3]=1[C@H:9]1[CH2:13][CH2:12][CH2:11][N:10]1[C:14]1[CH:19]=[CH:18][N:17]2[N:20]=[CH:21][C:22]([NH2:23])=[C:16]2[N:15]=1.[OH:24][C@@H:25]1[CH2:29][CH2:28][C@H:27]([C:30](O)=[O:31])[CH2:26]1.F[B-](F)(F)F.N1(OC(N(C)C)=[N+](C)C)C2C=CC=CC=2N=N1.CCN(C(C)C)C(C)C. The catalyst is CC(N(C)C)=O. The product is [F:1][C:2]1[CH:7]=[CH:6][C:5]([F:8])=[CH:4][C:3]=1[C@H:9]1[CH2:13][CH2:12][CH2:11][N:10]1[C:14]1[CH:19]=[CH:18][N:17]2[N:20]=[CH:21][C:22]([NH:23][C:30]([C@H:27]3[CH2:28][CH2:29][C@@H:25]([OH:24])[CH2:26]3)=[O:31])=[C:16]2[N:15]=1. The yield is 0.300.